From a dataset of Catalyst prediction with 721,799 reactions and 888 catalyst types from USPTO. Predict which catalyst facilitates the given reaction. (1) Reactant: [CH3:1][C:2]1[CH:3]=[C:4]([CH:7]=[C:8]([CH3:22])[C:9]=1[O:10][C:11]1[CH:16]=[CH:15][C:14]([O:17][CH3:18])=[C:13]([CH:19]([CH3:21])[CH3:20])[CH:12]=1)[CH:5]=[O:6].[BH4-].[Na+]. Product: [CH3:22][C:8]1[CH:7]=[C:4]([CH:3]=[C:2]([CH3:1])[C:9]=1[O:10][C:11]1[CH:16]=[CH:15][C:14]([O:17][CH3:18])=[C:13]([CH:19]([CH3:20])[CH3:21])[CH:12]=1)[CH2:5][OH:6]. The catalyst class is: 5. (2) Reactant: C(O[BH-](OC(=O)C)OC(=O)C)(=O)C.[Na+].[F:15][C:16]([F:52])([F:51])[C:17]1[CH:18]=[C:19]([CH:44]=[C:45]([C:47]([F:50])([F:49])[F:48])[CH:46]=1)[CH2:20][N:21]([C:38]1[N:39]=[N:40][N:41]([CH3:43])[N:42]=1)[C@H:22]1[CH2:28][CH2:27][CH2:26][NH:25][C:24]2[CH:29]=[C:30]([C:34]([F:37])([F:36])[F:35])[C:31]([CH3:33])=[CH:32][C:23]1=2.[CH3:53][O:54][C:55](=[O:64])[C:56]1[CH:61]=[C:60]([CH:62]=O)[CH:59]=[N:58][CH:57]=1.C(O)(=O)C. Product: [CH3:53][O:54][C:55](=[O:64])[C:56]1[CH:61]=[C:60]([CH2:62][N:25]2[CH2:26][CH2:27][CH2:28][C@H:22]([N:21]([CH2:20][C:19]3[CH:44]=[C:45]([C:47]([F:50])([F:48])[F:49])[CH:46]=[C:17]([C:16]([F:51])([F:15])[F:52])[CH:18]=3)[C:38]3[N:39]=[N:40][N:41]([CH3:43])[N:42]=3)[C:23]3[CH:32]=[C:31]([CH3:33])[C:30]([C:34]([F:35])([F:36])[F:37])=[CH:29][C:24]2=3)[CH:59]=[N:58][CH:57]=1. The catalyst class is: 245. (3) Reactant: [CH:1]1[C:6]([CH2:7][CH2:8][C:9]2[C:13]3[C:14]([NH:16][C:17]([NH2:19])=[N:18][C:12]=3[NH:11][CH:10]=2)=[O:15])=[CH:5][CH:4]=[C:3]([C:20]([NH:22][C@@H:23]([C:29]([OH:31])=[O:30])[CH2:24][CH2:25][C:26]([OH:28])=[O:27])=[O:21])[CH:2]=1.[OH-].[Na+:33]. Product: [CH:5]1[C:6]([CH2:7][CH2:8][C:9]2[C:13]3[C:14]([NH:16][C:17]([NH2:19])=[N:18][C:12]=3[NH:11][CH:10]=2)=[O:15])=[CH:1][CH:2]=[C:3]([C:20]([NH:22][C@@H:23]([C:29]([O-:31])=[O:30])[CH2:24][CH2:25][C:26]([O-:28])=[O:27])=[O:21])[CH:4]=1.[Na+:33].[Na+:33]. The catalyst class is: 14. (4) Reactant: [C:1](=[O:21])(OC1C=CC([N+]([O-])=O)=CC=1)[O:2][CH2:3][C:4]1[CH:9]=[CH:8][CH:7]=[C:6]([Br:10])[CH:5]=1.C(N(C(C)C)C(C)C)C.Cl.[NH2:32][CH2:33][CH2:34][C:35]([O:37][C:38]([CH3:41])([CH3:40])[CH3:39])=[O:36]. Product: [Br:10][C:6]1[CH:5]=[C:4]([CH:9]=[CH:8][CH:7]=1)[CH2:3][O:2][C:1]([NH:32][CH2:33][CH2:34][C:35]([O:37][C:38]([CH3:41])([CH3:40])[CH3:39])=[O:36])=[O:21]. The catalyst class is: 2. (5) Reactant: [OH:1][C:2]1[CH:7]=[C:6]([CH3:8])[C:5]([C:9]2[N:10]=[C:11]([NH:14][C:15](=[O:22])[C:16]3[CH:21]=[CH:20][N:19]=[CH:18][CH:17]=3)[S:12][CH:13]=2)=[C:4]([CH3:23])[CH:3]=1.C(=O)([O-])[O-].[Cs+].[Cs+].Br[C:31]1[CH:32]=[CH:33][C:34]([O:37][CH2:38][CH2:39][O:40][CH3:41])=[N:35][CH:36]=1.O. Product: [CH3:41][O:40][CH2:39][CH2:38][O:37][C:34]1[N:35]=[CH:36][C:31]([O:1][C:2]2[CH:3]=[C:4]([CH3:23])[C:5]([C:9]3[N:10]=[C:11]([NH:14][C:15](=[O:22])[C:16]4[CH:21]=[CH:20][N:19]=[CH:18][CH:17]=4)[S:12][CH:13]=3)=[C:6]([CH3:8])[CH:7]=2)=[CH:32][CH:33]=1. The catalyst class is: 3. (6) Reactant: [NH2:1][CH2:2][CH:3]([CH:18]1[C:26]2[C:21](=[CH:22][C:23]([Cl:27])=[CH:24][CH:25]=2)[NH:20][C:19]1=[O:28])[CH2:4][C:5]([CH3:17])([CH3:16])[CH2:6][CH2:7][O:8][Si:9]([C:12]([CH3:15])([CH3:14])[CH3:13])([CH3:11])[CH3:10].[Cl:29][C:30]1[C:31]([F:38])=[C:32]([CH:35]=[CH:36][CH:37]=1)[CH:33]=O.O.C1(C)C=CC(S(O)(=O)=O)=CC=1. Product: [C:12]([Si:9]([CH3:11])([CH3:10])[O:8][CH2:7][CH2:6][C:5]([CH3:17])([CH3:16])[CH2:4][CH:3]1[CH2:2][NH:1][CH:33]([C:32]2[CH:35]=[CH:36][CH:37]=[C:30]([Cl:29])[C:31]=2[F:38])[C:18]21[C:26]1[C:21](=[CH:22][C:23]([Cl:27])=[CH:24][CH:25]=1)[NH:20][C:19]2=[O:28])([CH3:13])([CH3:14])[CH3:15]. The catalyst class is: 11. (7) Reactant: [CH:1]1([C:4]2[C:13]3[C:8](=[CH:9][CH:10]=[CH:11][CH:12]=3)[C:7]([N+:14]([O-])=O)=[CH:6][CH:5]=2)[CH2:3][CH2:2]1. Product: [NH2:14][C:7]1[C:8]2[C:13](=[CH:12][CH:11]=[CH:10][CH:9]=2)[C:4]([CH:1]2[CH2:3][CH2:2]2)=[CH:5][CH:6]=1. The catalyst class is: 29.